Dataset: Reaction yield outcomes from USPTO patents with 853,638 reactions. Task: Predict the reaction yield, written as a fraction of the theoretical maximum amount of product (1.0 means a 100% yield; for example, 0.34 means a 34% yield). (1) The reactants are C([NH:8][C@H:9]1[CH2:14][CH2:13][C@@H:12]([C:15]2[CH:20]=[CH:19][C:18]([O:21][Si:22]([C:25]([CH3:28])([CH3:27])[CH3:26])([CH3:24])[CH3:23])=[CH:17][C:16]=2[O:29][Si:30]([C:33]([CH3:36])([CH3:35])[CH3:34])([CH3:32])[CH3:31])[CH2:11][CH2:10]1)C1C=CC=CC=1. The catalyst is C(O)C.[Pd]. The product is [Si:30]([O:29][C:16]1[CH:17]=[C:18]([O:21][Si:22]([C:25]([CH3:26])([CH3:27])[CH3:28])([CH3:24])[CH3:23])[CH:19]=[CH:20][C:15]=1[C@@H:12]1[CH2:11][CH2:10][C@H:9]([NH2:8])[CH2:14][CH2:13]1)([C:33]([CH3:34])([CH3:35])[CH3:36])([CH3:32])[CH3:31]. The yield is 0.970. (2) The reactants are [CH2:1]([O:8][C:9]1[CH:17]=[C:16]([O:18][CH2:19][C:20]2[CH:25]=[CH:24][CH:23]=[CH:22][CH:21]=2)[C:15]([C:26]([CH3:28])=[CH2:27])=[CH:14][C:10]=1[C:11]([OH:13])=O)[C:2]1[CH:7]=[CH:6][CH:5]=[CH:4][CH:3]=1.[C:29](Cl)(=[O:33])[C:30](Cl)=[O:31].C([N:37]([CH2:40][CH3:41])[CH2:38][CH3:39])C. The catalyst is CN(C=O)C.C(Cl)Cl.C(OCC)(=O)C. The product is [CH2:1]([O:8][C:9]1[CH:17]=[C:16]([O:18][CH2:19][C:20]2[CH:21]=[CH:22][CH:23]=[CH:24][CH:25]=2)[C:15]([C:26]([CH3:28])=[CH2:27])=[CH:14][C:10]=1[C:11]([N:37]1[CH2:38][C:39]2[C:41](=[CH:3][CH:4]=[CH:5][C:6]=2[O:31][CH2:30][CH2:29][O:33][CH2:2][CH2:1][O:8][CH3:9])[CH2:40]1)=[O:13])[C:2]1[CH:3]=[CH:4][CH:5]=[CH:6][CH:7]=1. The yield is 1.00. (3) The reactants are [CH2:1]([N:4]1[C:8]2[CH:9]=[C:10]([NH2:13])[CH:11]=[CH:12][C:7]=2[N:6]=[CH:5]1)[CH2:2][CH3:3].[Br:14]Br.N.CO.C(Cl)Cl. The catalyst is CC(O)=O. The product is [CH2:1]([N:4]1[C:8]2[C:9]([Br:14])=[C:10]([NH2:13])[CH:11]=[CH:12][C:7]=2[N:6]=[CH:5]1)[CH2:2][CH3:3]. The yield is 0.370. (4) The reactants are F[C:2]1[CH:8]=[CH:7][CH:6]=[CH:5][C:3]=1N.[C:9]([N:12]1[C:21]2[C:16](=[CH:17][CH:18]=[CH:19][C:20]=2[F:22])[C@H:15]([OH:23])[CH2:14][C@@H:13]1[CH3:24])(=[O:11])[CH3:10]. No catalyst specified. The product is [C:9]([N:12]1[C:21]2[C:16](=[CH:17][CH:18]=[CH:19][C:20]=2[F:22])[C@H:15]([O:23][C:2]2[CH:8]=[CH:7][CH:6]=[CH:5][CH:3]=2)[CH2:14][C@@H:13]1[CH3:24])(=[O:11])[CH3:10]. The yield is 0.390. (5) The reactants are [C:1]1(B(O)O)[C:10]2[C:5](=[CH:6][CH:7]=[CH:8][CH:9]=2)[CH:4]=[CH:3][CH:2]=1.[Br:14][C:15]1[CH:16]=[C:17](I)[CH:18]=[CH:19][CH:20]=1.C(=O)([O-])[O-].[Na+].[Na+]. The catalyst is C1C=CC([P]([Pd]([P](C2C=CC=CC=2)(C2C=CC=CC=2)C2C=CC=CC=2)([P](C2C=CC=CC=2)(C2C=CC=CC=2)C2C=CC=CC=2)[P](C2C=CC=CC=2)(C2C=CC=CC=2)C2C=CC=CC=2)(C2C=CC=CC=2)C2C=CC=CC=2)=CC=1.C1(C)C=CC=CC=1. The product is [Br:14][C:15]1[CH:20]=[C:19]([C:1]2[C:10]3[C:5](=[CH:6][CH:7]=[CH:8][CH:9]=3)[CH:4]=[CH:3][CH:2]=2)[CH:18]=[CH:17][CH:16]=1. The yield is 0.760. (6) The reactants are [CH3:1][C:2]1([C:5]2[CH:13]=[CH:12][CH:11]=[C:10]3[C:6]=2[CH2:7][CH2:8][CH:9]3[OH:14])[CH2:4][CH2:3]1.[CH3:15][O:16][C:17](=[O:29])[CH2:18][C@H:19]1[C:23]2[CH:24]=[CH:25][C:26](O)=[CH:27][C:22]=2[O:21][CH2:20]1. No catalyst specified. The product is [CH3:15][O:16][C:17](=[O:29])[CH2:18][C@H:19]1[C:23]2[CH:24]=[CH:25][C:26]([O:14][CH:9]3[C:10]4[C:6](=[C:5]([C:2]5([CH3:1])[CH2:3][CH2:4]5)[CH:13]=[CH:12][CH:11]=4)[CH2:7][CH2:8]3)=[CH:27][C:22]=2[O:21][CH2:20]1. The yield is 0.740. (7) The reactants are C([O:8][C:9]1[CH:14]=[CH:13][C:12]([CH:15]2[C:24]([C:25]3[CH:30]=[CH:29][CH:28]=[C:27]([O:31][CH3:32])[CH:26]=3)=[C:23]([CH2:33][CH3:34])[C:22]3[C:17](=[CH:18][CH:19]=[C:20]([O:35][CH3:36])[CH:21]=3)[O:16]2)=[CH:11][CH:10]=1)C1C=CC=CC=1.C([O-])=O.[NH4+].C(O)C. The catalyst is [Pd].CCOC(C)=O. The product is [CH2:33]([C:23]1[C:22]2[C:17](=[CH:18][CH:19]=[C:20]([O:35][CH3:36])[CH:21]=2)[O:16][CH:15]([C:12]2[CH:13]=[CH:14][C:9]([OH:8])=[CH:10][CH:11]=2)[C:24]=1[C:25]1[CH:30]=[CH:29][CH:28]=[C:27]([O:31][CH3:32])[CH:26]=1)[CH3:34]. The yield is 0.610.